This data is from Catalyst prediction with 721,799 reactions and 888 catalyst types from USPTO. The task is: Predict which catalyst facilitates the given reaction. Reactant: Br[C:2]1[CH:11]=[CH:10][C:9]2[C:4](=[CH:5][CH:6]=[C:7]([OH:12])[CH:8]=2)[CH:3]=1.C([Li])CCC.[B:18](OC(C)C)([O:23]C(C)C)[O:19]C(C)C.S(=O)(=O)(O)O. Product: [OH:12][C:7]1[CH:8]=[C:9]2[C:4](=[CH:5][CH:6]=1)[CH:3]=[C:2]([B:18]([OH:23])[OH:19])[CH:11]=[CH:10]2. The catalyst class is: 134.